This data is from Full USPTO retrosynthesis dataset with 1.9M reactions from patents (1976-2016). The task is: Predict the reactants needed to synthesize the given product. (1) Given the product [CH2:1]([N:3]1[CH2:7][CH2:6][C@H:5]([N:8]([CH3:38])[C:9]([CH2:11][C:12]2[CH:17]=[C:16]([F:18])[CH:15]=[CH:14][C:13]=2[S:19]([NH:22][C:23]2[C:32]([C:33]([OH:35])=[O:34])=[C:31]3[C:26]([CH:27]4[CH2:37][CH:28]4[CH2:29][O:30]3)=[CH:25][CH:24]=2)(=[O:21])=[O:20])=[O:10])[CH2:4]1)[CH3:2], predict the reactants needed to synthesize it. The reactants are: [CH2:1]([N:3]1[CH2:7][CH2:6][C@H:5]([N:8]([CH3:38])[C:9]([CH2:11][C:12]2[CH:17]=[C:16]([F:18])[CH:15]=[CH:14][C:13]=2[S:19]([NH:22][C:23]2[C:32]([C:33]([O:35]C)=[O:34])=[C:31]3[C:26]([CH:27]4[CH2:37][CH:28]4[CH2:29][O:30]3)=[CH:25][CH:24]=2)(=[O:21])=[O:20])=[O:10])[CH2:4]1)[CH3:2].O.[OH-].[Li+].C(O)=O. (2) Given the product [Br:1][C:2]1[CH:15]=[CH:14][C:5]([C:6]2[O:13][C:11]([CH3:12])=[C:9]([CH3:10])[N:8]=2)=[CH:4][CH:3]=1, predict the reactants needed to synthesize it. The reactants are: [Br:1][C:2]1[CH:15]=[CH:14][C:5]([C:6]([NH:8][CH:9]([C:11](=[O:13])[CH3:12])[CH3:10])=O)=[CH:4][CH:3]=1.O.